This data is from Peptide-MHC class I binding affinity with 185,985 pairs from IEDB/IMGT. The task is: Regression. Given a peptide amino acid sequence and an MHC pseudo amino acid sequence, predict their binding affinity value. This is MHC class I binding data. (1) The peptide sequence is SFIEVKTCIW. The MHC is HLA-A23:01 with pseudo-sequence HLA-A23:01. The binding affinity (normalized) is 0.737. (2) The peptide sequence is YRPVFSSP. The MHC is Mamu-B03 with pseudo-sequence Mamu-B03. The binding affinity (normalized) is 0.0770. (3) The peptide sequence is FPRDPVSTF. The MHC is HLA-B15:01 with pseudo-sequence HLA-B15:01. The binding affinity (normalized) is 0.0847. (4) The peptide sequence is RRLRPGGKK. The MHC is Patr-A0101 with pseudo-sequence Patr-A0101. The binding affinity (normalized) is 0.181. (5) The peptide sequence is AAILKQHKL. The MHC is HLA-B27:05 with pseudo-sequence HLA-B27:05. The binding affinity (normalized) is 0.0847.